From a dataset of Reaction yield outcomes from USPTO patents with 853,638 reactions. Predict the reaction yield, written as a fraction of the theoretical maximum amount of product (1.0 means a 100% yield; for example, 0.34 means a 34% yield). The reactants are [CH3:1][C:2]1[CH:3]=[CH:4][C:5]([N+:22]([O-])=O)=[C:6]([NH:8][CH:9]2[CH2:14][CH2:13][N:12]([C:15]([O:17][C:18]([CH3:21])([CH3:20])[CH3:19])=[O:16])[CH2:11][CH2:10]2)[CH:7]=1. The catalyst is C(O)C.[Pd]. The product is [NH2:22][C:5]1[CH:4]=[CH:3][C:2]([CH3:1])=[CH:7][C:6]=1[NH:8][CH:9]1[CH2:14][CH2:13][N:12]([C:15]([O:17][C:18]([CH3:21])([CH3:20])[CH3:19])=[O:16])[CH2:11][CH2:10]1. The yield is 0.930.